From a dataset of Reaction yield outcomes from USPTO patents with 853,638 reactions. Predict the reaction yield, written as a fraction of the theoretical maximum amount of product (1.0 means a 100% yield; for example, 0.34 means a 34% yield). (1) The reactants are [Cl:1][C:2]1[CH:3]=[C:4]([CH:8]=[CH:9][CH:10]=1)[C:5](O)=[O:6].O.[NH2:12][NH2:13]. The catalyst is CN(C)C1C=CN=CC=1.C(O)C. The product is [Cl:1][C:2]1[CH:3]=[C:4]([CH:8]=[CH:9][CH:10]=1)[C:5]([NH:12][NH2:13])=[O:6]. The yield is 0.530. (2) The reactants are [C:1](#[N:3])[CH3:2].[OH2:4].[C:5]([OH:8])(=O)C.[C:9](O)(=O)[CH3:10].I[C:14]1[CH:19]=[CH:18][CH:17]=[CH:16][CH:15]=1.[C:20]([O:23][CH2:24][CH3:25])(=[O:22])C. No catalyst specified. The product is [CH3:5][O:8][C:2]([C@@:1]12[CH2:10][C@:9]1([C:14]1[CH:19]=[CH:18][CH:17]=[CH:16][CH:15]=1)[CH2:25][CH2:24][O:23][C:20](=[O:22])[NH:3]2)=[O:4]. The yield is 0.350. (3) The reactants are Br[C:2]1[N:7]=[C:6]2[N:8]([CH:12]([CH2:15][CH3:16])[CH2:13][CH3:14])[C:9]([OH:11])=[N:10][C:5]2=[N:4][CH:3]=1.[CH3:17][Si:18]([C:21]#[CH:22])([CH3:20])[CH3:19].C(N(CC)CC)C. The catalyst is CN(C=O)C.[Cu]I. The product is [CH3:14][CH2:13][CH:12]([N:8]1[C:6]2=[N:7][C:2]([C:22]#[C:21][Si:18]([CH3:20])([CH3:19])[CH3:17])=[CH:3][N:4]=[C:5]2[N:10]=[C:9]1[OH:11])[CH2:15][CH3:16]. The yield is 0.800. (4) The reactants are [C:1]([C:5]1[CH:19]=[CH:18][C:8]([O:9][CH2:10][C:11]([O:13]C(C)(C)C)=[O:12])=[CH:7][C:6]=1[Cl:20])([CH3:4])([CH3:3])[CH3:2].C(O)(C(F)(F)F)=O. The catalyst is C(Cl)Cl. The product is [C:1]([C:5]1[CH:19]=[CH:18][C:8]([O:9][CH2:10][C:11]([OH:13])=[O:12])=[CH:7][C:6]=1[Cl:20])([CH3:4])([CH3:2])[CH3:3]. The yield is 1.00.